Dataset: Reaction yield outcomes from USPTO patents with 853,638 reactions. Task: Predict the reaction yield, written as a fraction of the theoretical maximum amount of product (1.0 means a 100% yield; for example, 0.34 means a 34% yield). (1) The reactants are [NH2:1][C:2]1[CH:3]=[C:4]([CH:17]=[CH:18][CH:19]=1)[C:5]([C:7]1[CH:15]=[C:14]2[C:10]([CH2:11][C:12](=[O:16])[NH:13]2)=[CH:9][CH:8]=1)=[O:6].[CH:20](=O)[C:21]1[CH:26]=[CH:25][CH:24]=[CH:23][CH:22]=1.C([BH3-])#N.[Na+].C1COCC1. The catalyst is O.C(O)(=O)C. The product is [CH2:20]([NH:1][C:2]1[CH:3]=[C:4]([CH:17]=[CH:18][CH:19]=1)[C:5]([C:7]1[CH:15]=[C:14]2[C:10]([CH2:11][C:12](=[O:16])[NH:13]2)=[CH:9][CH:8]=1)=[O:6])[C:21]1[CH:26]=[CH:25][CH:24]=[CH:23][CH:22]=1. The yield is 0.260. (2) The reactants are [Br:1][C:2]1[CH:7]=[C:6]([N+:8]([O-])=O)[CH:5]=[CH:4][C:3]=1[CH3:11].C(O)C.O.O.[Sn](Cl)Cl.C(=O)([O-])[O-].[K+].[K+]. The catalyst is C(OC(=O)C)C. The product is [Br:1][C:2]1[CH:7]=[C:6]([CH:5]=[CH:4][C:3]=1[CH3:11])[NH2:8]. The yield is 1.00. (3) The reactants are [CH3:1][CH:2]([C:5]([C:7]1[CH:8]=[N:9][N:10]([CH3:12])[CH:11]=1)=O)[C:3]#[N:4].Cl.[C:14]1([NH:20][NH2:21])[CH:19]=[CH:18][CH:17]=[CH:16][CH:15]=1. No catalyst specified. The product is [CH3:12][N:10]1[CH:11]=[C:7]([C:5]2[C:2]([CH3:1])=[C:3]([NH2:4])[N:20]([C:14]3[CH:19]=[CH:18][CH:17]=[CH:16][CH:15]=3)[N:21]=2)[CH:8]=[N:9]1. The yield is 1.00. (4) The reactants are [O:1]=[C:2]1[C:7]([CH2:8][C:9]2[CH:14]=[CH:13][C:12]([C:15]3[C:16]([C:21]#[N:22])=[CH:17][CH:18]=[CH:19][CH:20]=3)=[CH:11][CH:10]=2)=[C:6]([CH2:23][CH2:24][CH3:25])[N:5]2[N:26]=[CH:27][N:28]=[C:4]2[NH:3]1.CI.[C:31](=O)([O-])[O-].[K+].[K+].CN(C)C=O. The catalyst is C(OCC)(=O)C. The product is [CH3:31][N:3]1[C:2](=[O:1])[C:7]([CH2:8][C:9]2[CH:10]=[CH:11][C:12]([C:15]3[C:16]([C:21]#[N:22])=[CH:17][CH:18]=[CH:19][CH:20]=3)=[CH:13][CH:14]=2)=[C:6]([CH2:23][CH2:24][CH3:25])[N:5]2[N:26]=[CH:27][N:28]=[C:4]12. The yield is 1.00. (5) The reactants are Br[C:2]1[C:15]2[C:16]3=[C:17]4[C:12](=[CH:13][CH:14]=2)[CH:11]=[CH:10][C:9](Br)=[C:8]4[CH:7]=[CH:6][C:5]3=[CH:4][CH:3]=1.[CH3:19][C:20]1[CH:21]=[C:22]([NH:26][C:27]2[CH:32]=[CH:31][CH:30]=[C:29]([C:33]3([C:46]4[CH:51]=[CH:50][CH:49]=[CH:48][CH:47]=4)[C:45]4[CH:44]=[CH:43][CH:42]=[CH:41][C:40]=4[C:39]4[C:34]3=[CH:35][CH:36]=[CH:37][CH:38]=4)[CH:28]=2)[CH:23]=[CH:24][CH:25]=1.[CH3:52][C:53]([CH3:56])([O-])[CH3:54].[Na+].[C:67](P([C:67]([CH3:70])([CH3:69])[CH3:68])[C:67]([CH3:70])([CH3:69])[CH3:68])([CH3:70])([CH3:69])[CH3:68]. The catalyst is C1C=CC(/C=C/C(/C=C/C2C=CC=CC=2)=O)=CC=1.C1C=CC(/C=C/C(/C=C/C2C=CC=CC=2)=O)=CC=1.[Pd].C1(C)C=CC=CC=1.CCCCCC. The product is [CH3:19][C:20]1[CH:21]=[C:22]([N:26]([C:27]2[CH:32]=[CH:31][CH:30]=[C:29]([C:33]3([C:46]4[CH:51]=[CH:50][CH:49]=[CH:48][CH:47]=4)[C:45]4[CH:44]=[CH:43][CH:42]=[CH:41][C:40]=4[C:39]4[C:34]3=[CH:35][CH:36]=[CH:37][CH:38]=4)[CH:28]=2)[C:2]2[C:15]3=[C:16]4[C:17]5[C:12]([CH:13]=[CH:14]3)=[CH:11][CH:10]=[C:9]([N:26]([C:22]3[CH:21]=[CH:20][CH:69]=[C:67]([CH3:68])[CH:70]=3)[C:27]3[CH:28]=[CH:29][CH:54]=[C:53]([C:56]6([C:49]7[CH:48]=[CH:47][CH:46]=[CH:51][CH:50]=7)[C:41]7[CH:42]=[CH:43][CH:44]=[CH:45][C:40]=7[C:39]7[C:38]6=[CH:37][CH:36]=[CH:35][CH:34]=7)[CH:52]=3)[C:8]=5[CH:7]=[CH:6][C:5]4=[CH:4][CH:3]=2)[CH:23]=[CH:24][CH:25]=1. The yield is 0.670. (6) The reactants are [Cl:1][C:2]1[C:18]([I:19])=[CH:17][C:5]2[C:6](=O)/[C:7](=[CH:12]\N(C)C)/[CH2:8][C:9](=[O:11])[NH:10][C:4]=2[CH:3]=1.Cl.[NH2:21][C:22]([NH2:24])=[NH:23].C(=O)([O-])[O-].[K+].[K+].O. The catalyst is CCO. The product is [NH2:23][C:22]1[N:24]=[CH:12][C:7]2[CH2:8][C:9](=[O:11])[NH:10][C:4]3[CH:3]=[C:2]([Cl:1])[C:18]([I:19])=[CH:17][C:5]=3[C:6]=2[N:21]=1. The yield is 0.820.